Dataset: Full USPTO retrosynthesis dataset with 1.9M reactions from patents (1976-2016). Task: Predict the reactants needed to synthesize the given product. Given the product [Cl:6][C:7]1[CH:12]=[CH:11][C:10]([S:13][CH2:2][C:3](=[O:5])[CH3:4])=[CH:9][CH:8]=1, predict the reactants needed to synthesize it. The reactants are: Cl[CH2:2][C:3](=[O:5])[CH3:4].[Cl:6][C:7]1[CH:12]=[CH:11][C:10]([SH:13])=[CH:9][CH:8]=1.[OH-].[Na+].